Dataset: Forward reaction prediction with 1.9M reactions from USPTO patents (1976-2016). Task: Predict the product of the given reaction. (1) The product is: [Br:8][C:4]1[CH:3]=[C:2]([CH:18]([C:17]2[CH:20]=[CH:21][CH:22]=[C:15]([Br:14])[CH:16]=2)[OH:19])[CH:7]=[CH:6][CH:5]=1. Given the reactants Br[C:2]1[CH:7]=[CH:6][CH:5]=[C:4]([Br:8])[CH:3]=1.C([Li])CCC.[Br:14][C:15]1[CH:16]=[C:17]([CH:20]=[CH:21][CH:22]=1)[CH:18]=[O:19].[Cl-].[NH4+], predict the reaction product. (2) Given the reactants C(OC([N:8]1[CH2:12][CH2:11][CH:10]([C:13]2[CH:18]=[CH:17][C:16]([C:19](=[O:21])[NH2:20])=[C:15]([O:22][C:23]3[CH:28]=[CH:27][C:26]([O:29][C:30]4[CH:35]=[CH:34][CH:33]=[C:32]([C:36]#[N:37])[CH:31]=4)=[CH:25][CH:24]=3)[N:14]=2)[CH2:9]1)=O)(C)(C)C.Cl, predict the reaction product. The product is: [C:36]([C:32]1[CH:31]=[C:30]([CH:35]=[CH:34][CH:33]=1)[O:29][C:26]1[CH:27]=[CH:28][C:23]([O:22][C:15]2[N:14]=[C:13]([CH:10]3[CH2:11][CH2:12][NH:8][CH2:9]3)[CH:18]=[CH:17][C:16]=2[C:19]([NH2:20])=[O:21])=[CH:24][CH:25]=1)#[N:37]. (3) Given the reactants [C:1]([C:5]1[C:6]([O:18][CH3:19])=[C:7]([CH:12]=[C:13]([N+:15]([O-])=O)[CH:14]=1)[C:8]([O:10][CH3:11])=[O:9])([CH3:4])([CH3:3])[CH3:2].[Cl-].[NH4+].O, predict the reaction product. The product is: [NH2:15][C:13]1[CH:14]=[C:5]([C:1]([CH3:4])([CH3:3])[CH3:2])[C:6]([O:18][CH3:19])=[C:7]([CH:12]=1)[C:8]([O:10][CH3:11])=[O:9]. (4) Given the reactants Br[C:2]1[CH:3]=[C:4]([CH:21]=[C:22]([F:24])[CH:23]=1)[CH2:5][CH2:6][C:7]1[CH:12]=[C:11]([CH3:13])[CH:10]=[C:9]([N:14]2[C:18]([CH3:19])=[CH:17][CH:16]=[C:15]2[CH3:20])[N:8]=1.[CH3:25][NH:26][CH2:27][CH2:28][NH:29][CH3:30], predict the reaction product. The product is: [CH3:20][C:15]1[N:14]([C:9]2[N:8]=[C:7]([CH2:6][CH2:5][C:4]3[CH:3]=[C:2]([N:26]([CH3:25])[CH2:27][CH2:28][NH:29][CH3:30])[CH:23]=[C:22]([F:24])[CH:21]=3)[CH:12]=[C:11]([CH3:13])[CH:10]=2)[C:18]([CH3:19])=[CH:17][CH:16]=1. (5) Given the reactants C([O:3][C:4]([C:6]1[C:14]2[C:13](=[O:15])[CH2:12][CH2:11][CH2:10][C:9]=2[NH:8][N:7]=1)=[O:5])C.[OH-].[Na+], predict the reaction product. The product is: [O:15]=[C:13]1[CH2:12][CH2:11][CH2:10][C:9]2[NH:8][N:7]=[C:6]([C:4]([OH:5])=[O:3])[C:14]1=2. (6) The product is: [OH:14][C:13]1[N:12]([C:15]2[CH:23]=[CH:22][C:18]([C:19]([N:33]3[CH2:32][C:29]4([CH2:31][CH2:30]4)[N:28]([CH3:27])[CH2:35][CH2:34]3)=[O:21])=[CH:17][N:16]=2)[N:11]=[CH:10][C:9]=1[C:6]1[CH:7]=[CH:8][C:3]([C:1]#[N:2])=[CH:4][C:5]=1[CH3:24]. Given the reactants [C:1]([C:3]1[CH:8]=[CH:7][C:6]([C:9]2[CH:10]=[N:11][N:12]([C:15]3[CH:23]=[CH:22][C:18]([C:19]([OH:21])=O)=[CH:17][N:16]=3)[C:13]=2[OH:14])=[C:5]([CH3:24])[CH:4]=1)#[N:2].Cl.Cl.[CH3:27][N:28]1[CH2:35][CH2:34][NH:33][CH2:32][C:29]21[CH2:31][CH2:30]2, predict the reaction product. (7) Given the reactants [CH2:1]([O:8][C:9]1[CH:14]=[C:13]([CH2:15][S:16][CH3:17])[CH:12]=[CH:11][C:10]=1[N+:18]([O-])=O)[C:2]1[CH:7]=[CH:6][CH:5]=[CH:4][CH:3]=1.Cl[Sn]Cl, predict the reaction product. The product is: [CH2:1]([O:8][C:9]1[CH:14]=[C:13]([CH2:15][S:16][CH3:17])[CH:12]=[CH:11][C:10]=1[NH2:18])[C:2]1[CH:3]=[CH:4][CH:5]=[CH:6][CH:7]=1.